From a dataset of Peptide-MHC class I binding affinity with 185,985 pairs from IEDB/IMGT. Regression. Given a peptide amino acid sequence and an MHC pseudo amino acid sequence, predict their binding affinity value. This is MHC class I binding data. (1) The peptide sequence is SGKLKVPEW. The MHC is HLA-A01:01 with pseudo-sequence HLA-A01:01. The binding affinity (normalized) is 0. (2) The peptide sequence is YSDIPRLKK. The MHC is HLA-A02:02 with pseudo-sequence HLA-A02:02. The binding affinity (normalized) is 0. (3) The peptide sequence is DAVEDFLAF. The MHC is HLA-A02:01 with pseudo-sequence HLA-A02:01. The binding affinity (normalized) is 0.0847.